Dataset: Catalyst prediction with 721,799 reactions and 888 catalyst types from USPTO. Task: Predict which catalyst facilitates the given reaction. (1) Reactant: C([O-])C.[Na+].[C:5]([O:11][CH2:12][CH3:13])(=[O:10])[CH2:6][C:7]([CH3:9])=O.[F:14][C:15]([F:41])([F:40])[C:16]1[CH:17]=[C:18]([NH:22][N:23]=[C:24](OS(C2C=CC(C)=CC=2)(=O)=O)[C:25]([F:28])([F:27])[F:26])[CH:19]=[CH:20][CH:21]=1. Product: [CH2:12]([O:11][C:5]([C:6]1[C:24]([C:25]([F:26])([F:27])[F:28])=[N:23][N:22]([C:18]2[CH:19]=[CH:20][CH:21]=[C:16]([C:15]([F:40])([F:41])[F:14])[CH:17]=2)[C:7]=1[CH3:9])=[O:10])[CH3:13]. The catalyst class is: 653. (2) Reactant: [N+:1]([C:4]1[CH:5]=[N:6][C:7]2[C:12]([C:13]=1[NH:14][CH2:15][CH2:16][CH2:17][CH2:18][CH2:19][CH:20]=[O:21])=[CH:11][CH:10]=[CH:9][CH:8]=2)([O-:3])=[O:2].[C:22]1([Mg]Br)[CH:27]=[CH:26][CH:25]=[CH:24][CH:23]=1. Product: [N+:1]([C:4]1[CH:5]=[N:6][C:7]2[C:12]([C:13]=1[NH:14][CH2:15][CH2:16][CH2:17][CH2:18][CH2:19][CH:20]([C:22]1[CH:27]=[CH:26][CH:25]=[CH:24][CH:23]=1)[OH:21])=[CH:11][CH:10]=[CH:9][CH:8]=2)([O-:3])=[O:2]. The catalyst class is: 1. (3) Reactant: [NH2:1][C:2]1[C:11]2[C:6](=[CH:7][CH:8]=[CH:9][CH:10]=2)[C:5]([Cl:12])=[CH:4][C:3]=1[C:13]([OH:22])([C:18]([F:21])([F:20])[F:19])[C:14]([F:17])([F:16])[F:15].[C:23](OC(=O)C)(=[O:25])[CH3:24]. The catalyst class is: 15. Product: [Cl:12][C:5]1[C:6]2[C:11](=[CH:10][CH:9]=[CH:8][CH:7]=2)[C:2]([NH:1][C:23](=[O:25])[CH3:24])=[C:3]([C:13]([OH:22])([C:14]([F:15])([F:16])[F:17])[C:18]([F:21])([F:19])[F:20])[CH:4]=1.